This data is from Reaction yield outcomes from USPTO patents with 853,638 reactions. The task is: Predict the reaction yield, written as a fraction of the theoretical maximum amount of product (1.0 means a 100% yield; for example, 0.34 means a 34% yield). (1) The reactants are C[O:2][C:3](=[O:41])[CH2:4][C:5]1[CH:40]=[CH:39][CH:38]=[CH:37][C:6]=1[CH2:7][CH2:8][C:9]1[C:14]([C:15]([F:18])([F:17])[F:16])=[CH:13][N:12]=[C:11]([NH:19][C:20]2[CH:21]=[C:22]3[C:27](=[CH:28][CH:29]=2)[CH2:26][N:25]([C:30]([O:32][C:33]([CH3:36])([CH3:35])[CH3:34])=[O:31])[CH2:24][CH2:23]3)[N:10]=1.O.[OH-].[Li+:44]. The catalyst is C1COCC1.O. The product is [C:33]([O:32][C:30]([N:25]1[CH2:24][CH2:23][C:22]2[C:27](=[CH:28][CH:29]=[C:20]([NH:19][C:11]3[N:10]=[C:9]([CH2:8][CH2:7][C:6]4[CH:37]=[CH:38][CH:39]=[CH:40][C:5]=4[CH2:4][C:3]([O-:41])=[O:2])[C:14]([C:15]([F:17])([F:16])[F:18])=[CH:13][N:12]=3)[CH:21]=2)[CH2:26]1)=[O:31])([CH3:36])([CH3:34])[CH3:35].[Li+:44]. The yield is 0.810. (2) The reactants are [CH2:1]([N:3]1[C:7]([CH:8]=[CH:9][C:10]2[N:20]=[C:13]3[C:14]([CH3:19])=[N:15][CH:16]=[C:17]([CH3:18])[N:12]3[N:11]=2)=[N:6][C:5]([N:21]2[CH2:25][CH2:24][CH2:23][CH2:22]2)=[N:4]1)[CH3:2]. The catalyst is [Pd].CO. The product is [CH2:1]([N:3]1[C:7]([CH2:8][CH2:9][C:10]2[N:20]=[C:13]3[C:14]([CH3:19])=[N:15][CH:16]=[C:17]([CH3:18])[N:12]3[N:11]=2)=[N:6][C:5]([N:21]2[CH2:25][CH2:24][CH2:23][CH2:22]2)=[N:4]1)[CH3:2]. The yield is 0.964. (3) The reactants are [NH2:1][C@@H:2]([CH3:17])[C@@H:3]([C:5]1[CH:6]=[CH:7][C:8]([OH:16])=[C:9]([NH:11][S:12]([CH3:15])(=[O:14])=[O:13])[CH:10]=1)[OH:4].[CH2:18]([O:20][C:21]1[CH:22]=[C:23]([CH:26]=[C:27]([O:29][CH2:30][CH3:31])[CH:28]=1)[CH:24]=O)[CH3:19]. The catalyst is CO. The product is [CH2:30]([O:29][C:27]1[CH:26]=[C:23]([CH:22]=[C:21]([O:20][CH2:18][CH3:19])[CH:28]=1)[CH2:24][NH:1][C@@H:2]([CH3:17])[C@@H:3]([C:5]1[CH:6]=[CH:7][C:8]([OH:16])=[C:9]([NH:11][S:12]([CH3:15])(=[O:14])=[O:13])[CH:10]=1)[OH:4])[CH3:31]. The yield is 0.540. (4) The reactants are [H-].[H-].[H-].[H-].[Li+].[Al+3].C[O:8][C:9](=O)[C:10]1[CH:15]=[C:14]([C:16]#[N:17])[CH:13]=[CH:12][C:11]=1[CH2:18][N:19]([CH2:28][C:29]1[C:34]([CH:35]([CH3:37])[CH3:36])=[CH:33][CH:32]=[CH:31][N:30]=1)[CH2:20][C:21]1[C:26]([CH3:27])=[CH:25][CH:24]=[CH:23][N:22]=1.C(C(C(C([O-])=O)O)O)([O-])=O.[K+].[Na+]. The catalyst is C1COCC1. The product is [NH2:17][CH2:16][C:14]1[CH:13]=[CH:12][C:11]([CH2:18][N:19]([CH2:20][C:21]2[C:26]([CH3:27])=[CH:25][CH:24]=[CH:23][N:22]=2)[CH2:28][C:29]2[C:34]([CH:35]([CH3:37])[CH3:36])=[CH:33][CH:32]=[CH:31][N:30]=2)=[C:10]([CH2:9][OH:8])[CH:15]=1. The yield is 0.170. (5) The reactants are CN1CCOCC1.Cl.[C:9]([Cl:17])(=[O:16])[C:10]1[CH:15]=[CH:14][CH:13]=[N:12][CH:11]=1.Cl.[Cl:19][C:20]1[CH:25]=[CH:24][C:23]([S:26]([CH:29]([C:34]2[CH:39]=[C:38]([F:40])[CH:37]=[CH:36][C:35]=2[F:41])[CH2:30][CH2:31][CH2:32][NH2:33])(=[O:28])=[O:27])=[CH:22][CH:21]=1.CCCCCC. The catalyst is ClCCl.C(O)C.C(OCC)(=O)C. The product is [ClH:17].[Cl:19][C:20]1[CH:21]=[CH:22][C:23]([S:26]([CH:29]([C:34]2[CH:39]=[C:38]([F:40])[CH:37]=[CH:36][C:35]=2[F:41])[CH2:30][CH2:31][CH2:32][NH:33][C:9](=[O:16])[C:10]2[CH:15]=[CH:14][CH:13]=[N:12][CH:11]=2)(=[O:28])=[O:27])=[CH:24][CH:25]=1. The yield is 0.790. (6) The reactants are [NH2:1][C:2]1[N:6]([C:7]2[CH:8]=[C:9]([CH:15]=[CH:16][CH:17]=2)[C:10]([O:12][CH2:13][CH3:14])=[O:11])[N:5]=[C:4]([C:18]([CH3:21])([CH3:20])[CH3:19])[CH:3]=1.C([O-])([O-])=O.[K+].[K+].Cl[C:29]([O:31][C:32]1[CH:37]=[CH:36][CH:35]=[CH:34][CH:33]=1)=[O:30]. The catalyst is C1COCC1. The product is [C:18]([C:4]1[CH:3]=[C:2]([NH:1][C:29]([O:31][C:32]2[CH:37]=[CH:36][CH:35]=[CH:34][CH:33]=2)=[O:30])[N:6]([C:7]2[CH:8]=[C:9]([CH:15]=[CH:16][CH:17]=2)[C:10]([O:12][CH2:13][CH3:14])=[O:11])[N:5]=1)([CH3:20])([CH3:19])[CH3:21]. The yield is 0.920. (7) The reactants are [CH3:1][C:2]1[C:10]([CH3:11])=[CH:9][C:5]2[N:6]=[CH:7][NH:8][C:4]=2[CH:3]=1.[H-].[Na+].[CH:14]([N:17]([CH:21]([CH3:23])[CH3:22])[C:18](Cl)=[O:19])([CH3:16])[CH3:15].[Li]CCCC.Cl[P:30]([CH:37]1[CH2:42][CH2:41][CH2:40][CH2:39][CH2:38]1)[CH:31]1[CH2:36][CH2:35][CH2:34][CH2:33][CH2:32]1. The catalyst is C1COCC1.CO. The product is [CH:37]1([P:30]([CH:31]2[CH2:32][CH2:33][CH2:34][CH2:35][CH2:36]2)[C:7]2[N:8]([C:18]([N:17]([CH:21]([CH3:23])[CH3:22])[CH:14]([CH3:16])[CH3:15])=[O:19])[C:4]3[CH:3]=[C:2]([CH3:1])[C:10]([CH3:11])=[CH:9][C:5]=3[N:6]=2)[CH2:38][CH2:39][CH2:40][CH2:41][CH2:42]1. The yield is 0.650.